The task is: Predict the reaction yield, written as a fraction of the theoretical maximum amount of product (1.0 means a 100% yield; for example, 0.34 means a 34% yield).. This data is from Reaction yield outcomes from USPTO patents with 853,638 reactions. (1) The reactants are [NH2:1][C:2]1[CH:10]=[CH:9][C:5]([C:6]([OH:8])=O)=[CH:4][CH:3]=1.C(Cl)CCl.C1C=CC2N(O)N=NC=2C=1.C(N(CC)CC)C.[N:32]1([C:38]([O:40][C:41]([CH3:44])([CH3:43])[CH3:42])=[O:39])[CH2:37][CH2:36][NH:35][CH2:34][CH2:33]1.[OH-].[Na+]. The catalyst is CN(C=O)C. The product is [C:41]([O:40][C:38]([N:32]1[CH2:37][CH2:36][N:35]([C:6](=[O:8])[C:5]2[CH:4]=[CH:3][C:2]([NH2:1])=[CH:10][CH:9]=2)[CH2:34][CH2:33]1)=[O:39])([CH3:44])([CH3:42])[CH3:43]. The yield is 0.870. (2) The reactants are [C:1]([C:3]([C:15]#[N:16])=[CH:4][C:5]1[CH:6]=[CH:7][C:8]([OH:14])=[C:9]([CH:13]=1)[C:10]([OH:12])=O)#[N:2].[F:17][C:18]([F:31])([F:30])[C:19]1[CH:20]=[C:21]([CH:23]=[C:24]([C:26]([F:29])([F:28])[F:27])[CH:25]=1)[NH2:22]. No catalyst specified. The product is [F:17][C:18]([F:30])([F:31])[C:19]1[CH:20]=[C:21]([NH:22][C:10](=[O:12])[C:9]2[CH:13]=[C:5]([CH:4]=[C:3]([C:1]#[N:2])[C:15]#[N:16])[CH:6]=[CH:7][C:8]=2[OH:14])[CH:23]=[C:24]([C:26]([F:27])([F:29])[F:28])[CH:25]=1. The yield is 0.0910.